Dataset: Full USPTO retrosynthesis dataset with 1.9M reactions from patents (1976-2016). Task: Predict the reactants needed to synthesize the given product. (1) Given the product [Cl:35][C:8]1[CH:9]=[C:10]([S:13][C:14]2[CH:19]=[C:18]([C:20]#[C:21][CH2:22][CH2:23][CH3:24])[CH:17]=[C:16]([O:25][CH2:26][CH2:27][CH2:28][N:29]3[CH2:30][CH2:31][O:32][CH2:33][CH2:34]3)[CH:15]=2)[CH:11]=[CH:12][C:7]=1[O:6][CH2:5][C:4]([OH:36])=[O:3], predict the reactants needed to synthesize it. The reactants are: C([O:3][C:4](=[O:36])[CH2:5][O:6][C:7]1[CH:12]=[CH:11][C:10]([S:13][C:14]2[CH:19]=[C:18]([C:20]#[C:21][CH2:22][CH2:23][CH3:24])[CH:17]=[C:16]([O:25][CH2:26][CH2:27][CH2:28][N:29]3[CH2:34][CH2:33][O:32][CH2:31][CH2:30]3)[CH:15]=2)=[CH:9][C:8]=1[Cl:35])C.[OH-].[Na+].Cl. (2) Given the product [CH3:25][N:26]([CH2:2][C:3]([N:5]1[C:13]2[C:8](=[CH:9][C:10]([O:17][CH3:18])=[C:11]([NH2:14])[CH:12]=2)[CH2:7][CH2:6]1)=[O:4])[CH2:27][CH2:28][O:29][CH3:30], predict the reactants needed to synthesize it. The reactants are: Br[CH2:2][C:3]([N:5]1[C:13]2[C:8](=[CH:9][C:10]([O:17][CH3:18])=[C:11]([N+:14]([O-])=O)[CH:12]=2)[CH2:7][CH2:6]1)=[O:4].C([O-])([O-])=O.[K+].[K+].[CH3:25][NH:26][CH2:27][CH2:28][O:29][CH3:30].